Dataset: Full USPTO retrosynthesis dataset with 1.9M reactions from patents (1976-2016). Task: Predict the reactants needed to synthesize the given product. (1) Given the product [Br:3][C:4]1[C:5]([N:24]([CH3:29])[S:25]([CH3:28])(=[O:26])=[O:27])=[CH:6][C:7]2[O:11][C:10]([C:12]3[CH:13]=[CH:14][C:15]([F:18])=[CH:16][CH:17]=3)=[C:9]([C:19]([O:21][CH3:22])=[O:20])[C:8]=2[CH:23]=1, predict the reactants needed to synthesize it. The reactants are: CI.[Br:3][C:4]1[C:5]([NH:24][S:25]([CH3:28])(=[O:27])=[O:26])=[CH:6][C:7]2[O:11][C:10]([C:12]3[CH:17]=[CH:16][C:15]([F:18])=[CH:14][CH:13]=3)=[C:9]([C:19]([O:21][CH3:22])=[O:20])[C:8]=2[CH:23]=1.[C:29]([O-])([O-])=O.[K+].[K+]. (2) Given the product [ClH:27].[F:1][C:2]1[CH:7]=[C:6]([F:8])[C:5]([F:9])=[CH:4][C:3]=1[C:10]1[CH:15]=[CH:14][C:13]([O:16][CH2:17][C:18]2[CH:19]=[C:20]([NH2:24])[CH:21]=[CH:22][CH:23]=2)=[CH:12][CH:11]=1, predict the reactants needed to synthesize it. The reactants are: [F:1][C:2]1[CH:7]=[C:6]([F:8])[C:5]([F:9])=[CH:4][C:3]=1[C:10]1[CH:15]=[CH:14][C:13]([O:16][CH2:17][C:18]2[CH:23]=[CH:22][CH:21]=[C:20]([N+:24]([O-])=O)[CH:19]=2)=[CH:12][CH:11]=1.[ClH:27]. (3) Given the product [CH3:1][N:2]1[CH:6]=[C:5](/[CH:7]=[CH:8]/[C:9]([OH:11])=[O:10])[CH:4]=[N:3]1, predict the reactants needed to synthesize it. The reactants are: [CH3:1][N:2]1[CH:6]=[C:5](/[CH:7]=[CH:8]/[C:9]([O:11]CC)=[O:10])[CH:4]=[N:3]1.CO.[OH-].[Na+].Cl. (4) Given the product [CH3:1][O:2][C:3]1[CH:4]=[C:5]2[C:10](=[CH:11][C:12]=1[O:13][CH3:14])[N:9]=[CH:8][CH:7]=[C:6]2[O:15][C:16]1[CH:22]=[CH:21][C:19]([NH:20][C:29](=[O:35])[O:28][CH2:26][CH2:43][CH2:42][CH2:41][CH2:40][CH2:39][N:38]([CH3:46])[CH3:37])=[C:18]([CH3:23])[C:17]=1[CH3:24], predict the reactants needed to synthesize it. The reactants are: [CH3:1][O:2][C:3]1[CH:4]=[C:5]2[C:10](=[CH:11][C:12]=1[O:13][CH3:14])[N:9]=[CH:8][CH:7]=[C:6]2[O:15][C:16]1[CH:22]=[CH:21][C:19]([NH2:20])=[C:18]([CH3:23])[C:17]=1[CH3:24].Cl[C:26](Cl)([O:28][C:29](=[O:35])OC(Cl)(Cl)Cl)Cl.[CH3:37][N:38]([CH3:46])[CH2:39][CH2:40][CH2:41][CH2:42][CH2:43]CO.C(=O)(O)[O-].[Na+].